From a dataset of Acute oral toxicity (LD50) regression data from Zhu et al.. Regression/Classification. Given a drug SMILES string, predict its toxicity properties. Task type varies by dataset: regression for continuous values (e.g., LD50, hERG inhibition percentage) or binary classification for toxic/non-toxic outcomes (e.g., AMES mutagenicity, cardiotoxicity, hepatotoxicity). Dataset: ld50_zhu. (1) The compound is N#CC(Cl)CCl. The rat oral LD50 is 3.75, given as -log10 of the dose in mol/kg body weight (higher means more acutely toxic). (2) The drug is CC=Cc1ccc2c(c1)OCO2. The rat oral LD50 is 2.08, given as -log10 of the dose in mol/kg body weight (higher means more acutely toxic).